Dataset: Catalyst prediction with 721,799 reactions and 888 catalyst types from USPTO. Task: Predict which catalyst facilitates the given reaction. (1) Reactant: S(Cl)(Cl)(=O)=O.[N+:6]([C:9]1[CH:14]=[CH:13][CH:12]=[CH:11][C:10]=1[CH2:15][C:16]([OH:18])=[O:17])([O-:8])=[O:7].[CH3:19]COC(C)=O. Product: [N+:6]([C:9]1[CH:14]=[CH:13][CH:12]=[CH:11][C:10]=1[CH2:15][C:16]([O:18][CH3:19])=[O:17])([O-:8])=[O:7]. The catalyst class is: 5. (2) Reactant: [CH3:1][C:2]1[N:3]=[C:4]([C:10]2[CH:15]=[CH:14][C:13]([C:16]([F:19])([F:18])[F:17])=[CH:12][CH:11]=2)[S:5][C:6]=1[C:7](O)=[O:8].O. Product: [CH3:1][C:2]1[N:3]=[C:4]([C:10]2[CH:11]=[CH:12][C:13]([C:16]([F:19])([F:17])[F:18])=[CH:14][CH:15]=2)[S:5][C:6]=1[CH2:7][OH:8]. The catalyst class is: 7.